This data is from Full USPTO retrosynthesis dataset with 1.9M reactions from patents (1976-2016). The task is: Predict the reactants needed to synthesize the given product. Given the product [Br:35][CH2:2][C:3]1[CH:8]=[CH:7][C:6]([N:9]2[CH:18]=[C:17]([C:19]3[CH:20]=[CH:21][C:22]([C:25]([F:28])([F:27])[F:26])=[CH:23][CH:24]=3)[C:16]3[C:11](=[CH:12][CH:13]=[C:14]([OH:29])[CH:15]=3)[C:10]2=[O:31])=[CH:5][C:4]=1[OH:32], predict the reactants needed to synthesize it. The reactants are: O[CH2:2][C:3]1[CH:8]=[CH:7][C:6]([N:9]2[CH:18]=[C:17]([C:19]3[CH:24]=[CH:23][C:22]([C:25]([F:28])([F:27])[F:26])=[CH:21][CH:20]=3)[C:16]3[C:11](=[CH:12][CH:13]=[C:14]([O:29]C)[CH:15]=3)[C:10]2=[O:31])=[CH:5][C:4]=1[O:32]C.B(Br)(Br)[Br:35].